This data is from Full USPTO retrosynthesis dataset with 1.9M reactions from patents (1976-2016). The task is: Predict the reactants needed to synthesize the given product. (1) The reactants are: [Br:1][C:2]1[C:3]([C:12]([OH:14])=O)=[N:4][C:5]([CH:8]2[CH2:11][CH2:10][CH2:9]2)=[N:6][CH:7]=1.[CH3:15][NH:16][C:17]([C:19]1[N:20]([CH3:25])[N:21]=[CH:22][C:23]=1[NH2:24])=[O:18]. Given the product [CH3:25][N:20]1[C:19]([C:17](=[O:18])[NH:16][CH3:15])=[C:23]([NH:24][C:12]([C:3]2[C:2]([Br:1])=[CH:7][N:6]=[C:5]([CH:8]3[CH2:9][CH2:10][CH2:11]3)[N:4]=2)=[O:14])[CH:22]=[N:21]1, predict the reactants needed to synthesize it. (2) Given the product [NH:13]1[C:14]2[CH:19]=[CH:18][CH:17]=[CH:16][C:15]=2[N:11]=[C:12]1[C@H:8]([NH:9][C:10]([NH:29][C:28]1[CH:30]=[CH:31][C:25]([O:24][CH3:23])=[CH:26][CH:27]=1)=[O:20])[CH2:7][C:6]1[CH:21]=[CH:22][C:3]([O:2][CH3:1])=[CH:4][CH:5]=1, predict the reactants needed to synthesize it. The reactants are: [CH3:1][O:2][C:3]1[CH:22]=[CH:21][C:6]([CH2:7][C@@H:8]2[C:12]3=[N:13][C:14]4[CH:19]=[CH:18][CH:17]=[CH:16][C:15]=4[N:11]3[C:10](=[O:20])[NH:9]2)=[CH:5][CH:4]=1.[CH3:23][O:24][C:25]1[CH:31]=[CH:30][C:28]([NH2:29])=[CH:27][CH:26]=1.C(O)(C(F)(F)F)=O.